This data is from Reaction yield outcomes from USPTO patents with 853,638 reactions. The task is: Predict the reaction yield, written as a fraction of the theoretical maximum amount of product (1.0 means a 100% yield; for example, 0.34 means a 34% yield). (1) The reactants are [CH2:1]([O:3][C:4](=[O:41])[C:5]([CH2:26][CH2:27][CH2:28][CH2:29][C:30]([CH3:40])([CH3:39])[CH2:31][O:32]C1CCCCO1)([CH2:11][CH2:12][CH2:13][CH2:14][C:15]([CH3:25])([CH3:24])[CH2:16][O:17]C1CCCCO1)[C:6]([O:8][CH2:9][CH3:10])=[O:7])[CH3:2].C(O)C. The catalyst is Cl.O. The product is [CH2:9]([O:8][C:6](=[O:7])[C:5]([CH2:26][CH2:27][CH2:28][CH2:29][C:30]([CH3:39])([CH3:40])[CH2:31][OH:32])([CH2:11][CH2:12][CH2:13][CH2:14][C:15]([CH3:24])([CH3:25])[CH2:16][OH:17])[C:4]([O:3][CH2:1][CH3:2])=[O:41])[CH3:10]. The yield is 0.840. (2) The reactants are [C:1]([O:5][C:6](=[O:21])[NH:7][C:8]1[CH:13]=[CH:12][C:11]([C:14]([CH3:17])([CH3:16])[CH3:15])=[C:10]([N+:18]([O-])=O)[CH:9]=1)([CH3:4])([CH3:3])[CH3:2]. The catalyst is CO.[Pd]. The product is [C:1]([O:5][C:6](=[O:21])[NH:7][C:8]1[CH:13]=[CH:12][C:11]([C:14]([CH3:17])([CH3:16])[CH3:15])=[C:10]([NH2:18])[CH:9]=1)([CH3:4])([CH3:2])[CH3:3]. The yield is 0.930.